This data is from Catalyst prediction with 721,799 reactions and 888 catalyst types from USPTO. The task is: Predict which catalyst facilitates the given reaction. (1) Reactant: [CH3:1][CH:2]([CH2:4][C@H:5]([NH:31][C:32]([C@H:34]([NH:45][C:46]([C@@H:48]([NH:57][C:58]([C@@H:60]([NH:63][C:64]([C@@H:66]([NH:77][C:78]([C@@H:80]([NH:87][C:88]([C@H:90]1[NH:95][C:93](=[O:94])[CH2:92][CH2:91]1)=[O:89])[CH2:81][C:82]1[N:86]=[CH:85][NH:84][CH:83]=1)=[O:79])[CH2:67][C:68]1[C:72]2[CH:73]=[CH:74][CH:75]=[CH:76][C:71]=2[NH:70][CH:69]=1)=[O:65])[CH2:61][OH:62])=[O:59])[CH2:49][C:50]1[CH:51]=[CH:52][C:53]([OH:56])=[CH:54][CH:55]=1)=[O:47])[CH2:35][C:36]1[C:40]2[CH:41]=[CH:42][CH:43]=[CH:44][C:39]=2[NH:38][CH:37]=1)=[O:33])[C:6]([NH:8][C@H:9]([C:17]([N:19]1[C@H:23]([C:24]([NH:26][CH2:27][C:28]([NH2:30])=[O:29])=[O:25])[CH2:22][CH2:21][CH2:20]1)=[O:18])[CH2:10][CH2:11][CH2:12][NH:13][C:14]([NH2:16])=[NH:15])=[O:7])[CH3:3].[C:96]([O-:99])(=[O:98])[CH3:97]. Product: [CH3:3][CH:2]([CH2:4][C@H:5]([NH:31][C:32]([C@H:34]([NH:45][C:46]([C@@H:48]([NH:57][C:58]([C@@H:60]([NH:63][C:64]([C@@H:66]([NH:77][C:78]([C@@H:80]([NH:87][C:88]([C@H:90]1[NH:95][C:93](=[O:94])[CH2:92][CH2:91]1)=[O:89])[CH2:81][C:82]1[NH:86][CH:85]=[N:84][CH:83]=1)=[O:79])[CH2:67][C:68]1[C:72]2[C:71](=[CH:76][CH:75]=[CH:74][CH:73]=2)[NH:70][CH:69]=1)=[O:65])[CH2:61][OH:62])=[O:59])[CH2:49][C:50]1[CH:55]=[CH:54][C:53]([OH:56])=[CH:52][CH:51]=1)=[O:47])[CH2:35][C:36]1[C:40]2[C:39](=[CH:44][CH:43]=[CH:42][CH:41]=2)[NH:38][CH:37]=1)=[O:33])[C:6]([NH:8][C@H:9]([C:17]([N:19]1[C@H:23]([C:24]([NH:26][CH2:27][C:28]([NH2:30])=[O:29])=[O:25])[CH2:22][CH2:21][CH2:20]1)=[O:18])[CH2:10][CH2:11][CH2:12][N:13]=[C:14]([NH2:15])[NH2:16])=[O:7])[CH3:1].[CH3:97][C:96]([OH:99])=[O:98]. The catalyst class is: 10. (2) Reactant: [CH2:1]([C:9]1[C:10]([C:18]2[CH:23]=[CH:22][C:21]([OH:24])=[CH:20][CH:19]=2)=[CH:11][N:12]2[C:17]=1[CH:16]=[CH:15][CH:14]=[CH:13]2)[CH2:2][C:3]1[CH:8]=[CH:7][CH:6]=[CH:5][CH:4]=1.C[C:26]([CH3:29])([O-])[CH3:27].[Na+].[Cl-]. Product: [CH2:1]([C:9]1[C:10]([C:18]2[CH:19]=[CH:20][C:21]([O:24][CH2:9][CH2:10][CH2:11][N:12]3[CH2:29][CH2:26][CH2:27][CH2:14][CH2:13]3)=[CH:22][CH:23]=2)=[CH:11][N:12]2[C:17]=1[CH:16]=[CH:15][CH:14]=[CH:13]2)[CH2:2][C:3]1[CH:4]=[CH:5][CH:6]=[CH:7][CH:8]=1. The catalyst class is: 9. (3) Reactant: [CH2:1]([O:3][C:4]([N:6]1[C:14]2[C:9](=[CH:10][CH:11]=[C:12]([Cl:15])[CH:13]=2)/[C:8](=[CH:16]/[C:17]2[CH:22]=[CH:21][CH:20]=[C:19]([Cl:23])[CH:18]=2)/[C:7]1=[O:24])=[O:5])[CH3:2].[CH3:25][C:26]1[CH:31]=[CH:30][CH:29]=[C:28]([CH3:32])[C:27]=1[CH:33]=[N:34][C:35]([O:37][Si](C)(C)C)=[CH2:36]. Product: [CH2:1]([O:3][C:4]([N:6]1[C:14]2[C:9](=[CH:10][CH:11]=[C:12]([Cl:15])[CH:13]=2)[C:8]2([CH:16]([C:17]3[CH:22]=[CH:21][CH:20]=[C:19]([Cl:23])[CH:18]=3)[CH2:36][C:35](=[O:37])[NH:34][CH:33]2[C:27]2[C:28]([CH3:32])=[CH:29][CH:30]=[CH:31][C:26]=2[CH3:25])[C:7]1=[O:24])=[O:5])[CH3:2]. The catalyst class is: 11. (4) Reactant: Br[C:2]1[CH:3]=[N:4][CH:5]=[C:6]([C:8]2[CH:13]=[CH:12][CH:11]=[CH:10][C:9]=2[F:14])[CH:7]=1.[B:15]1([B:15]2[O:19][C:18]([CH3:21])([CH3:20])[C:17]([CH3:23])([CH3:22])[O:16]2)[O:19][C:18]([CH3:21])([CH3:20])[C:17]([CH3:23])([CH3:22])[O:16]1.CC([O-])=O.[K+]. Product: [F:14][C:9]1[CH:10]=[CH:11][CH:12]=[CH:13][C:8]=1[C:6]1[CH:5]=[N:4][CH:3]=[C:2]([B:15]2[O:19][C:18]([CH3:21])([CH3:20])[C:17]([CH3:23])([CH3:22])[O:16]2)[CH:7]=1. The catalyst class is: 233. (5) Reactant: [C:1]([C:3]1[CH:8]=[CH:7][C:6]([C:9]2[N:13]([C:14]3[CH:19]=[CH:18][C:17]([O:20][CH3:21])=[CH:16][CH:15]=3)[N:12]=[C:11]([C:22]([O:24][CH2:25][CH3:26])=[O:23])[CH:10]=2)=[CH:5][CH:4]=1)#[N:2].[ClH:27]. Product: [ClH:27].[NH2:2][CH2:1][C:3]1[CH:4]=[CH:5][C:6]([C:9]2[N:13]([C:14]3[CH:19]=[CH:18][C:17]([O:20][CH3:21])=[CH:16][CH:15]=3)[N:12]=[C:11]([C:22]([O:24][CH2:25][CH3:26])=[O:23])[CH:10]=2)=[CH:7][CH:8]=1. The catalyst class is: 358. (6) The catalyst class is: 6. Reactant: [CH3:1][C:2]1[C:3]2[N:4]([C:8]([C@@H:29]3[CH2:34][CH2:33][CH2:32][CH2:31][N:30]3C(OCC3C=CC=CC=3)=O)=[N:9][C:10]=2[C:11]2[CH:16]=[CH:15][C:14]([C:17](=[O:28])[NH:18][C:19]3[CH:24]=[C:23]([CH2:25][CH2:26][CH3:27])[CH:22]=[CH:21][N:20]=3)=[CH:13][CH:12]=2)[CH:5]=[CH:6][N:7]=1.Br.C(O)(=O)C. Product: [CH3:1][C:2]1[C:3]2[N:4]([C:8]([C@@H:29]3[CH2:34][CH2:33][CH2:32][CH2:31][NH:30]3)=[N:9][C:10]=2[C:11]2[CH:16]=[CH:15][C:14]([C:17]([NH:18][C:19]3[CH:24]=[C:23]([CH2:25][CH2:26][CH3:27])[CH:22]=[CH:21][N:20]=3)=[O:28])=[CH:13][CH:12]=2)[CH:5]=[CH:6][N:7]=1. (7) Reactant: [CH:1]([C:4]1[CH:9]=[CH:8][CH:7]=[C:6]([CH:10]([CH3:12])[CH3:11])[C:5]=1[N:13]1[C:35](=[O:36])[C:32]2[C:33]3[C:34]4[C:29](=[C:30](Br)[CH:31]=2)[C:28]2[C:38]5[C:24]([C:25](Br)=[CH:26][CH:27]=2)=[CH:23][CH:22]=[CH:21][C:20]=5[C:19]=4[C:18](Br)=[CH:17][C:16]=3[C:14]1=[O:15])([CH3:3])[CH3:2].[C:41]([C:45]1[CH:50]=[CH:49][C:48]([OH:51])=[CH:47][CH:46]=1)([CH3:44])([CH3:43])[CH3:42].[C:52](=[O:55])([O-])[O-].[K+].[K+].Cl. Product: [CH:1]([C:4]1[CH:9]=[CH:8][CH:7]=[C:6]([CH:10]([CH3:12])[CH3:11])[C:5]=1[N:13]1[C:35](=[O:36])[C:32]2[C:33]3[C:34]4[C:29](=[C:30]([O:51][C:48]5[CH:47]=[CH:46][C:45]([C:41]([CH3:44])([CH3:42])[CH3:43])=[CH:50][CH:49]=5)[CH:31]=2)[C:28]2[C:38]5[C:24]([C:25]([O:51][C:48]6[CH:47]=[CH:46][C:45]([C:41]([CH3:44])([CH3:42])[CH3:43])=[CH:50][CH:49]=6)=[CH:26][CH:27]=2)=[CH:23][CH:22]=[CH:21][C:20]=5[C:19]=4[C:18]([O:55][C:52]2[CH:49]=[CH:50][C:45]([C:41]([CH3:44])([CH3:43])[CH3:42])=[CH:46][CH:47]=2)=[CH:17][C:16]=3[C:14]1=[O:15])([CH3:3])[CH3:2]. The catalyst class is: 60. (8) Reactant: [N:1]([CH2:4][CH2:5][O:6][CH2:7][CH2:8][S:9]([CH2:12][CH2:13][OH:14])(=[O:11])=[O:10])=[N+:2]=[N-:3].N1C=CC=CC=1.Cl[C:22]([O:24][C:25]1[CH:30]=[CH:29][C:28]([N+:31]([O-:33])=[O:32])=[CH:27][CH:26]=1)=[O:23]. Product: [C:22](=[O:23])([O:24][C:25]1[CH:26]=[CH:27][C:28]([N+:31]([O-:33])=[O:32])=[CH:29][CH:30]=1)[O:14][CH2:13][CH2:12][S:9]([CH2:8][CH2:7][O:6][CH2:5][CH2:4][N:1]=[N+:2]=[N-:3])(=[O:11])=[O:10]. The catalyst class is: 2. (9) Reactant: [OH:1][CH2:2][CH2:3][NH:4][CH2:5][CH2:6][O:7][CH2:8][CH:9]([OH:20])[CH2:10][CH2:11][CH2:12][CH:13]([CH2:17][CH2:18][CH3:19])[CH2:14][CH2:15][CH3:16].[CH:21](=O)[CH2:22][CH3:23]. Product: [CH2:22]([CH:23]1[N:4]([CH2:5][CH2:6][O:7][CH2:8][CH:9]([OH:20])[CH2:10][CH2:11][CH2:12][CH:13]([CH2:17][CH2:18][CH3:19])[CH2:14][CH2:15][CH3:16])[CH2:3][CH2:2][O:1]1)[CH3:21]. The catalyst class is: 11.